From a dataset of CYP2C19 inhibition data for predicting drug metabolism from PubChem BioAssay. Regression/Classification. Given a drug SMILES string, predict its absorption, distribution, metabolism, or excretion properties. Task type varies by dataset: regression for continuous measurements (e.g., permeability, clearance, half-life) or binary classification for categorical outcomes (e.g., BBB penetration, CYP inhibition). Dataset: cyp2c19_veith. The drug is Cc1cccc(OC(=O)CN2C(=O)C3C4CCC(C4)C3C2=O)c1C. The result is 1 (inhibitor).